Dataset: Forward reaction prediction with 1.9M reactions from USPTO patents (1976-2016). Task: Predict the product of the given reaction. (1) Given the reactants [CH3:1][S:2]([O:5][C:6]1[CH:11]=[C:10]([C:12]2[C:20]3[C:19]([NH:21][C@H:22]([C:24]4[N:29]([C:30]5[CH:35]=[CH:34][CH:33]=[CH:32][CH:31]=5)[C:28](=[O:36])[C:27]5=[CH:37][CH:38]=[CH:39][N:26]5[N:25]=4)[CH3:23])=[N:18][CH:17]=[N:16][C:15]=3[N:14](COCC[Si](C)(C)C)[CH:13]=2)[CH:9]=[C:8]([NH:48][S:49]([CH3:52])(=[O:51])=[O:50])[CH:7]=1)(=[O:4])=[O:3].FC(F)(F)C(O)=O.N, predict the reaction product. The product is: [CH3:1][S:2]([O:5][C:6]1[CH:11]=[C:10]([C:12]2[C:20]3[C:19]([NH:21][C@H:22]([C:24]4[N:29]([C:30]5[CH:35]=[CH:34][CH:33]=[CH:32][CH:31]=5)[C:28](=[O:36])[C:27]5=[CH:37][CH:38]=[CH:39][N:26]5[N:25]=4)[CH3:23])=[N:18][CH:17]=[N:16][C:15]=3[NH:14][CH:13]=2)[CH:9]=[C:8]([NH:48][S:49]([CH3:52])(=[O:50])=[O:51])[CH:7]=1)(=[O:4])=[O:3]. (2) Given the reactants [Cl:1][C:2]1[N:7]=[C:6](Cl)[CH:5]=[C:4]([CH3:9])[N:3]=1.[CH3:10][NH2:11].CO, predict the reaction product. The product is: [Cl:1][C:2]1[N:7]=[C:6]([NH:11][CH3:10])[CH:5]=[C:4]([CH3:9])[N:3]=1. (3) Given the reactants [N+:1]([C:4]1[CH:9]=[CH:8][CH:7]=[CH:6][C:5]=1[OH:10])([O-:3])=[O:2].C(=O)([O-])[O-].[K+].[K+].[Br-].[C:18]1([CH2:24][C:25]2[CH:30]=[CH:29][CH:28]=[CH:27][CH:26]=2)[CH:23]=[CH:22][CH:21]=[CH:20][CH:19]=1, predict the reaction product. The product is: [CH:24]([O:10][C:5]1[CH:6]=[CH:7][CH:8]=[CH:9][C:4]=1[N+:1]([O-:3])=[O:2])([C:18]1[CH:23]=[CH:22][CH:21]=[CH:20][CH:19]=1)[C:25]1[CH:30]=[CH:29][CH:28]=[CH:27][CH:26]=1.